This data is from Forward reaction prediction with 1.9M reactions from USPTO patents (1976-2016). The task is: Predict the product of the given reaction. (1) The product is: [Cl:25][C:26]1[C:27]([O:18][CH2:17][C@@H:16]2[CH2:15][C@@H:14]3[C@@H:12]([CH2:13]3)[CH2:11][N:10]2[C:8]([C:6]2[C:5]([C:19]3[N:24]=[CH:23][CH:22]=[CH:21][N:20]=3)=[CH:4][CH:3]=[C:2]([CH3:1])[N:7]=2)=[O:9])=[N:28][CH:29]=[C:30]([Cl:32])[CH:31]=1. Given the reactants [CH3:1][C:2]1[N:7]=[C:6]([C:8]([N:10]2[C@H:16]([CH2:17][OH:18])[CH2:15][C@@H:14]3[C@@H:12]([CH2:13]3)[CH2:11]2)=[O:9])[C:5]([C:19]2[N:24]=[CH:23][CH:22]=[CH:21][N:20]=2)=[CH:4][CH:3]=1.[Cl:25][C:26]1[C:27](O)=[N:28][CH:29]=[C:30]([Cl:32])[CH:31]=1, predict the reaction product. (2) Given the reactants [CH3:1][C:2]([S@:5]([NH:7][C:8]([C:24]1[CH:29]=[CH:28][CH:27]=[C:26]([O:30][C:31]([F:34])([F:33])[F:32])[CH:25]=1)([C:13]1[CH:18]=[CH:17][CH:16]=[C:15]([O:19][C:20]([F:23])([F:22])[F:21])[CH:14]=1)[CH2:9][C:10]([NH2:12])=[O:11])=[O:6])([CH3:4])[CH3:3].CO, predict the reaction product. The product is: [CH3:4][C:2]([S:5]([NH:7][C:8]([C:13]1[CH:18]=[CH:17][CH:16]=[C:15]([O:19][C:20]([F:23])([F:21])[F:22])[CH:14]=1)([C:24]1[CH:29]=[CH:28][CH:27]=[C:26]([O:30][C:31]([F:33])([F:34])[F:32])[CH:25]=1)[CH2:9][C:10]([NH2:12])=[O:11])=[O:6])([CH3:1])[CH3:3]. (3) Given the reactants [CH3:1][C@H:2]1[O:7][C@@H:6]([CH3:8])[C@@H:5]2[C:9]3([CH2:18][C:19]4[C:24]([N:4]2[CH2:3]1)=[CH:23][CH:22]=[C:21]([N+:25]([O-])=O)[CH:20]=4)[C:14](=[O:15])[NH:13][C:12](=[O:16])[NH:11][C:10]3=[O:17].[H][H], predict the reaction product. The product is: [NH2:25][C:21]1[CH:20]=[C:19]2[C:24](=[CH:23][CH:22]=1)[N:4]1[CH2:3][C@@H:2]([CH3:1])[O:7][C@@H:6]([CH3:8])[C@@H:5]1[C:9]1([C:10](=[O:17])[NH:11][C:12](=[O:16])[NH:13][C:14]1=[O:15])[CH2:18]2.